Dataset: Full USPTO retrosynthesis dataset with 1.9M reactions from patents (1976-2016). Task: Predict the reactants needed to synthesize the given product. Given the product [CH2:7]([N:14]1[C@H:18]([CH2:19][OH:20])[CH2:17][CH2:16][C@@H:15]1[CH2:24][OH:25])[C:8]1[CH:9]=[CH:10][CH:11]=[CH:12][CH:13]=1, predict the reactants needed to synthesize it. The reactants are: [H-].[Al+3].[Li+].[H-].[H-].[H-].[CH2:7]([N:14]1[C@H:18]([C:19](OCC)=[O:20])[CH2:17][CH2:16][C@@H:15]1[C:24](OCC)=[O:25])[C:8]1[CH:13]=[CH:12][CH:11]=[CH:10][CH:9]=1.O.